From a dataset of Full USPTO retrosynthesis dataset with 1.9M reactions from patents (1976-2016). Predict the reactants needed to synthesize the given product. (1) Given the product [C:37]([N:29]1[C:30]2[C:35](=[CH:34][C:33]([C:5]3[CH:6]=[CH:7][C:8]([O:9][CH3:10])=[C:3]([O:2][CH3:1])[CH:4]=3)=[CH:32][CH:31]=2)[C@H:26]([NH:25][C:24](=[O:41])[O:23][CH:21]([CH3:20])[CH3:22])[CH2:27][C@@H:28]1[CH3:40])(=[O:39])[CH3:38], predict the reactants needed to synthesize it. The reactants are: [CH3:1][O:2][C:3]1[CH:4]=[C:5](B2OC(C)(C)C(C)(C)O2)[CH:6]=[CH:7][C:8]=1[O:9][CH3:10].[CH3:20][CH:21]([O:23][C:24](=[O:41])[NH:25][C@H:26]1[C:35]2[C:30](=[CH:31][CH:32]=[C:33](Br)[CH:34]=2)[N:29]([C:37](=[O:39])[CH3:38])[C@@H:28]([CH3:40])[CH2:27]1)[CH3:22].C([O-])(O)=O.[Na+]. (2) The reactants are: [BH4-].[Na+].[F:3][C:4]([F:28])([F:27])[S:5]([O:8][C:9]1[CH:14]=[C:13]([CH:15]=[O:16])[CH:12]=[C:11]([O:17][CH2:18][CH3:19])[C:10]=1[C:20]1[CH:25]=[CH:24][C:23]([F:26])=[CH:22][CH:21]=1)(=[O:7])=[O:6].C1COCC1.[Cl-].[NH4+]. Given the product [F:27][C:4]([F:3])([F:28])[S:5]([O:8][C:9]1[CH:14]=[C:13]([CH2:15][OH:16])[CH:12]=[C:11]([O:17][CH2:18][CH3:19])[C:10]=1[C:20]1[CH:25]=[CH:24][C:23]([F:26])=[CH:22][CH:21]=1)(=[O:7])=[O:6], predict the reactants needed to synthesize it.